This data is from Catalyst prediction with 721,799 reactions and 888 catalyst types from USPTO. The task is: Predict which catalyst facilitates the given reaction. (1) The catalyst class is: 72. Product: [N+:14]([C:17]1[CH:18]=[C:19]([CH:20]2[C:4](=[O:5])[C:13]3[C:8](=[CH:9][CH:10]=[CH:11][CH:12]=3)[C:7]2=[O:6])[CH:22]=[CH:23][CH:24]=1)([O-:16])=[O:15]. Reactant: C[O-].[Na+].[C:4]1([C:13]2[C:8](=[CH:9][CH:10]=[CH:11][CH:12]=2)[CH2:7][O:6]1)=[O:5].[N+:14]([C:17]1[CH:18]=[C:19]([CH:22]=[CH:23][CH:24]=1)[CH:20]=O)([O-:16])=[O:15].C(OCC)(=O)CC. (2) Reactant: [CH2:1]([O:3][C:4]([C:6]1(C(O)=O)[CH2:9][C:8]([F:11])([F:10])[CH2:7]1)=[O:5])[CH3:2].[C:15]([OH:19])([CH3:18])([CH3:17])[CH3:16].C1C=CC(P([N:34]=[N+]=[N-])(C2C=CC=CC=2)=O)=CC=1.C([O:40][CH2:41]C)(=O)C. Product: [C:15]([O:19][C:41]([NH:34][C:6]1([C:4]([O:3][CH2:1][CH3:2])=[O:5])[CH2:7][C:8]([F:10])([F:11])[CH2:9]1)=[O:40])([CH3:18])([CH3:17])[CH3:16]. The catalyst class is: 12. (3) Reactant: [Br:1][C:2]1[CH:7]=[CH:6][C:5]([SH:8])=[CH:4][CH:3]=1.C(=O)([O-])[O-].[K+].[K+].[CH:15]1([CH2:18]Br)[CH2:17][CH2:16]1. Product: [Br:1][C:2]1[CH:7]=[CH:6][C:5]([S:8][CH2:18][CH:15]2[CH2:17][CH2:16]2)=[CH:4][CH:3]=1. The catalyst class is: 483.